This data is from Forward reaction prediction with 1.9M reactions from USPTO patents (1976-2016). The task is: Predict the product of the given reaction. (1) The product is: [NH2:18][C:9]1[C:8]2[N:7]=[C:6]([CH2:19][CH2:20][CH2:21][O:22][C:23]3[CH:28]=[CH:27][CH:26]=[CH:25][CH:24]=3)[N:5]([CH2:4][CH2:3][CH2:2][NH:1][S:30]([CH3:29])(=[O:32])=[O:31])[C:17]=2[C:16]2[CH:15]=[CH:14][CH:13]=[CH:12][C:11]=2[N:10]=1. Given the reactants [NH2:1][CH2:2][CH2:3][CH2:4][N:5]1[C:17]2[C:16]3[CH:15]=[CH:14][CH:13]=[CH:12][C:11]=3[N:10]=[C:9]([NH2:18])[C:8]=2[N:7]=[C:6]1[CH2:19][CH2:20][CH2:21][O:22][C:23]1[CH:28]=[CH:27][CH:26]=[CH:25][CH:24]=1.[CH3:29][S:30](Cl)(=[O:32])=[O:31], predict the reaction product. (2) Given the reactants Cl.[CH2:2]([O:4][C:5](=[O:18])/[CH:6]=[CH:7]/[C:8]1[CH:17]=[CH:16][CH:15]=[C:14]2[C:9]=1[CH2:10][CH2:11][NH:12][CH2:13]2)[CH3:3].[F:19][C@H:20]1[CH2:22][C@H:21]1[C:23](O)=[O:24].CN(C(ON1N=NC2C=CC=NC1=2)=[N+](C)C)C.F[P-](F)(F)(F)(F)F.CCN(C(C)C)C(C)C, predict the reaction product. The product is: [CH2:2]([O:4][C:5](=[O:18])/[CH:6]=[CH:7]/[C:8]1[CH:17]=[CH:16][CH:15]=[C:14]2[C:9]=1[CH2:10][CH2:11][N:12]([C:23]([C@@H:21]1[CH2:22][C@@H:20]1[F:19])=[O:24])[CH2:13]2)[CH3:3].